This data is from Peptide-MHC class I binding affinity with 185,985 pairs from IEDB/IMGT. The task is: Regression. Given a peptide amino acid sequence and an MHC pseudo amino acid sequence, predict their binding affinity value. This is MHC class I binding data. (1) The peptide sequence is IMSIGFEAR. The MHC is HLA-A31:01 with pseudo-sequence HLA-A31:01. The binding affinity (normalized) is 0.685. (2) The peptide sequence is SRWSRKMLM. The MHC is HLA-B27:05 with pseudo-sequence HLA-B27:05. The binding affinity (normalized) is 0.940. (3) The peptide sequence is ILLARLFLY. The MHC is HLA-A80:01 with pseudo-sequence HLA-A80:01. The binding affinity (normalized) is 0.881. (4) The peptide sequence is GFPSLESSF. The MHC is HLA-B18:01 with pseudo-sequence HLA-B18:01. The binding affinity (normalized) is 0.485. (5) The peptide sequence is LPPERRQPF. The MHC is HLA-B07:02 with pseudo-sequence HLA-B07:02. The binding affinity (normalized) is 0.452. (6) The MHC is HLA-A68:01 with pseudo-sequence HLA-A68:01. The binding affinity (normalized) is 0.539. The peptide sequence is RVAVNKSNK. (7) The peptide sequence is MPVGGQSSF. The MHC is HLA-A26:01 with pseudo-sequence HLA-A26:01. The binding affinity (normalized) is 0.0847. (8) The peptide sequence is ESGAVKYLE. The MHC is HLA-A24:02 with pseudo-sequence HLA-A24:02. The binding affinity (normalized) is 0. (9) The peptide sequence is LITGNMSFR. The MHC is HLA-A33:01 with pseudo-sequence HLA-A33:01. The binding affinity (normalized) is 0.336.